Task: Predict the reactants needed to synthesize the given product.. Dataset: Full USPTO retrosynthesis dataset with 1.9M reactions from patents (1976-2016) Given the product [Br:14][C:15]1[CH:20]=[CH:19][C:18]([O:1][CH2:2][CH:3]2[CH2:6][N:5]([C:7]([O:9][C:10]([CH3:13])([CH3:12])[CH3:11])=[O:8])[CH2:4]2)=[CH:17][CH:16]=1, predict the reactants needed to synthesize it. The reactants are: [OH:1][CH2:2][CH:3]1[CH2:6][N:5]([C:7]([O:9][C:10]([CH3:13])([CH3:12])[CH3:11])=[O:8])[CH2:4]1.[Br:14][C:15]1[CH:20]=[CH:19][C:18](O)=[CH:17][CH:16]=1.C1(P(C2C=CC=CC=2)C2C=CC=CC=2)C=CC=CC=1.CC(OC(/N=N/C(OC(C)C)=O)=O)C.